From a dataset of Reaction yield outcomes from USPTO patents with 853,638 reactions. Predict the reaction yield, written as a fraction of the theoretical maximum amount of product (1.0 means a 100% yield; for example, 0.34 means a 34% yield). The reactants are [CH3:1][CH:2]1[CH2:8][C:7]2[CH:9]=[C:10]3[O:15][CH2:14][O:13][C:11]3=[CH:12][C:6]=2[C:5]([C:16]2[CH:21]=[CH:20][C:19]([N+:22]([O-:24])=[O:23])=[CH:18][CH:17]=2)=[N:4][NH:3]1.[CH3:25][N:26](C)C=O.[Cl-].[K+].N#CBr. The catalyst is O. The product is [CH3:1][CH:2]1[CH2:8][C:7]2[CH:9]=[C:10]3[O:15][CH2:14][O:13][C:11]3=[CH:12][C:6]=2[C:5]([C:16]2[CH:21]=[CH:20][C:19]([N+:22]([O-:24])=[O:23])=[CH:18][CH:17]=2)=[N:4][N:3]1[C:25]#[N:26]. The yield is 0.950.